From a dataset of Full USPTO retrosynthesis dataset with 1.9M reactions from patents (1976-2016). Predict the reactants needed to synthesize the given product. (1) Given the product [N:1]1([C:6]2[CH:7]=[CH:8][C:9]([CH:12]([O:17][CH3:18])[C:13]([OH:15])=[O:14])=[CH:10][CH:11]=2)[CH:5]=[CH:4][CH:3]=[N:2]1, predict the reactants needed to synthesize it. The reactants are: [N:1]1([C:6]2[CH:11]=[CH:10][C:9]([CH:12]([O:17][CH3:18])[C:13]([O:15]C)=[O:14])=[CH:8][CH:7]=2)[CH:5]=[CH:4][CH:3]=[N:2]1.[OH-].[K+]. (2) Given the product [NH2:2][C:3]1[CH:12]=[CH:11][CH:10]=[C:9]2[C:4]=1[CH2:5][CH2:6][N:7]([CH3:13])[CH2:8]2, predict the reactants needed to synthesize it. The reactants are: [I-].[NH2:2][C:3]1[CH:12]=[CH:11][CH:10]=[C:9]2[C:4]=1[CH:5]=[CH:6][N+:7]([CH3:13])=[CH:8]2.[BH4-].[Na+]. (3) Given the product [Cl:13][C:4]1[C:5]2[CH:9]=[CH:8][NH:7][C:6]=2[N:1]=[CH:2][N:3]=1, predict the reactants needed to synthesize it. The reactants are: [N:1]1[C:6]2[NH:7][CH:8]=[CH:9][C:5]=2[C:4](O)=[N:3][CH:2]=1.P(Cl)(Cl)([Cl:13])=O. (4) Given the product [NH2:34][C:32](=[O:33])[C@@H:31]([NH:30][C:15](=[O:16])[CH2:14][N:11]1[CH2:10][C:9]2([CH2:18][CH2:19][CH2:20][N:8]2[C:6]([O:5][C:1]([CH3:3])([CH3:2])[CH3:4])=[O:7])[C:12]1=[O:13])[C@H:35]([OH:37])[CH3:36], predict the reactants needed to synthesize it. The reactants are: [C:1]([O:5][C:6]([N:8]1[CH2:20][CH2:19][CH2:18][C:9]21[C:12](=[O:13])[N:11]([CH2:14][C:15](O)=[O:16])[CH2:10]2)=[O:7])([CH3:4])([CH3:3])[CH3:2].CCN(C(C)C)C(C)C.[NH2:30][C@@H:31]([C@H:35]([OH:37])[CH3:36])[C:32]([NH2:34])=[O:33].CN(C(ON1N=NC2C=CC=NC1=2)=[N+](C)C)C.F[P-](F)(F)(F)(F)F. (5) Given the product [CH3:21][O:20][CH2:19][CH2:18][N:5]1[CH2:6][CH2:7][C@H:8]([NH:9][C:10](=[O:16])[O:11][C:12]([CH3:13])([CH3:15])[CH3:14])[C:4]1=[O:3], predict the reactants needed to synthesize it. The reactants are: [H-].[Na+].[O:3]=[C:4]1[C@@H:8]([NH:9][C:10](=[O:16])[O:11][C:12]([CH3:15])([CH3:14])[CH3:13])[CH2:7][CH2:6][NH:5]1.Br[CH2:18][CH2:19][O:20][CH3:21]. (6) Given the product [O:1]([C:8]1[CH:9]=[C:10]([C:14]23[CH2:21][CH2:20][C:17]([CH2:22][O:23][CH2:26][CH2:25][C:24]([O:28][C:29]([CH3:32])([CH3:31])[CH3:30])=[O:27])([CH2:18][CH2:19]2)[CH2:16][O:15]3)[CH:11]=[CH:12][CH:13]=1)[C:2]1[CH:7]=[CH:6][CH:5]=[CH:4][CH:3]=1, predict the reactants needed to synthesize it. The reactants are: [O:1]([C:8]1[CH:9]=[C:10]([C:14]23[CH2:21][CH2:20][C:17]([CH2:22][OH:23])([CH2:18][CH2:19]2)[CH2:16][O:15]3)[CH:11]=[CH:12][CH:13]=1)[C:2]1[CH:7]=[CH:6][CH:5]=[CH:4][CH:3]=1.[C:24]([O:28][C:29]([CH3:32])([CH3:31])[CH3:30])(=[O:27])[CH:25]=[CH2:26]. (7) Given the product [OH:9][CH2:8][C:3]1([C:1]#[N:2])[CH2:7][CH2:6][CH2:5][CH2:4]1, predict the reactants needed to synthesize it. The reactants are: [C:1]([C:3]1([C:8](OC)=[O:9])[CH2:7][CH2:6][CH2:5][CH2:4]1)#[N:2].[BH4-].[Li+]. (8) Given the product [NH2:3][CH2:2][CH2:1][NH:4][C:15]([C:11]1[S:12][CH:13]=[CH:14][C:10]=1[N:9]=[N:8][N:6]([CH3:7])[CH3:5])=[O:16], predict the reactants needed to synthesize it. The reactants are: [CH2:1]([NH2:4])[CH2:2][NH2:3].[CH3:5][N:6]([N:8]=[N:9][C:10]1[CH:14]=[CH:13][S:12][C:11]=1[C:15](OC)=[O:16])[CH3:7].O.[Cl-].[Na+].